This data is from Reaction yield outcomes from USPTO patents with 853,638 reactions. The task is: Predict the reaction yield, written as a fraction of the theoretical maximum amount of product (1.0 means a 100% yield; for example, 0.34 means a 34% yield). (1) The reactants are [C:1]1([CH:7]([C:30]2[CH:35]=[CH:34][CH:33]=[CH:32][CH:31]=2)[N:8]2[C:16]3[C:11](=[CH:12][CH:13]=[CH:14][CH:15]=3)[C:10]([C:19]3[C:27](O)=[CH:26][C:22]4[O:23][CH2:24][O:25][C:21]=4[CH:20]=3)([CH2:17][OH:18])[C:9]2=[O:29])[CH:6]=[CH:5][CH:4]=[CH:3][CH:2]=1.C1(CCN2C3C(=CC=CC=3)C(C3C(O)=CC4OCOC=4C=3)(CO)C2=O)CC1. No catalyst specified. The product is [C:1]1([CH:7]([C:30]2[CH:31]=[CH:32][CH:33]=[CH:34][CH:35]=2)[N:8]2[C:16]3[C:11](=[CH:12][CH:13]=[CH:14][CH:15]=3)[C:10]3([C:19]4=[CH:20][C:21]5[O:25][CH2:24][O:23][C:22]=5[CH:26]=[C:27]4[O:18][CH2:17]3)[C:9]2=[O:29])[CH:2]=[CH:3][CH:4]=[CH:5][CH:6]=1. The yield is 0.260. (2) The catalyst is C1COCC1. The product is [CH:23]([N:19]1[C:18]([C:12]2[S:13][C:14]3[CH2:15][CH2:16][O:17][C:8]4[CH:7]=[CH:6][C:5]([CH:3]5[CH2:4][N:1]([S:30]([CH2:29][CH2:28][OH:34])(=[O:32])=[O:31])[CH2:2]5)=[CH:26][C:9]=4[C:10]=3[N:11]=2)=[N:22][CH:21]=[N:20]1)([CH3:24])[CH3:25]. The reactants are [NH:1]1[CH2:4][CH:3]([C:5]2[CH:6]=[CH:7][C:8]3[O:17][CH2:16][CH2:15][C:14]4[S:13][C:12]([C:18]5[N:19]([CH:23]([CH3:25])[CH3:24])[N:20]=[CH:21][N:22]=5)=[N:11][C:10]=4[C:9]=3[CH:26]=2)[CH2:2]1.Cl[CH2:28][CH2:29][S:30](Cl)(=[O:32])=[O:31].[OH-:34].[Na+]. The yield is 0.230. (3) The reactants are [CH3:1][O:2][C:3]1[CH:4]=[CH:5][C:6]([NH:11][C:12]2[C:13]3[N:14]([N:27]=[CH:28][N:29]=3)[CH:15]=[C:16]([C:18]3[CH:19]=[C:20]([CH:24]=[CH:25][CH:26]=3)[C:21]([O-])=[O:22])[CH:17]=2)=[N:7][C:8]=1[O:9][CH3:10].[K+].[NH2:31][C:32]1[CH:33]=[C:34]2[C:38](=[CH:39][CH:40]=1)[NH:37][C:36](=[O:41])[CH2:35]2.CN(C(ON1N=NC2C=CC=NC1=2)=[N+](C)C)C.F[P-](F)(F)(F)(F)F.CCN(C(C)C)C(C)C. The catalyst is CN(C=O)C. The product is [CH3:1][O:2][C:3]1[CH:4]=[CH:5][C:6]([NH:11][C:12]2[C:13]3[N:14]([N:27]=[CH:28][N:29]=3)[CH:15]=[C:16]([C:18]3[CH:19]=[C:20]([CH:24]=[CH:25][CH:26]=3)[C:21]([NH:31][C:32]3[CH:33]=[C:34]4[C:38](=[CH:39][CH:40]=3)[NH:37][C:36](=[O:41])[CH2:35]4)=[O:22])[CH:17]=2)=[N:7][C:8]=1[O:9][CH3:10]. The yield is 0.750. (4) The reactants are [N+:1]([C:4]1[CH:11]=[CH:10][C:7]([CH:8]=O)=[C:6]([F:12])[CH:5]=1)([O-:3])=[O:2].[C:13]([CH2:18][CH:19]=P(C1C=CC=CC=1)(C1C=CC=CC=1)C1C=CC=CC=1)([O:15][CH2:16][CH3:17])=[O:14].CCCCCCC. The catalyst is C1(C)C=CC=CC=1. The product is [F:12][C:6]1[CH:5]=[C:4]([N+:1]([O-:3])=[O:2])[CH:11]=[CH:10][C:7]=1/[CH:8]=[C:18](\[CH3:19])/[C:13]([O:15][CH2:16][CH3:17])=[O:14]. The yield is 0.790.